This data is from Experimental lipophilicity measurements (octanol/water distribution) for 4,200 compounds from AstraZeneca. The task is: Regression/Classification. Given a drug SMILES string, predict its absorption, distribution, metabolism, or excretion properties. Task type varies by dataset: regression for continuous measurements (e.g., permeability, clearance, half-life) or binary classification for categorical outcomes (e.g., BBB penetration, CYP inhibition). For this dataset (lipophilicity_astrazeneca), we predict Y. (1) The compound is COc1cc(OC)c(S(=O)(=O)N2c3ccccc3Oc3ccccc32)cc1NC(=O)Cc1ccnc(F)c1. The Y is 3.37 logD. (2) The drug is O=c1[nH]n(C(c2ccncc2)C2CC2)c(=O)c2c(O)c3ccc(Cl)cc3nc12. The Y is 0.700 logD. (3) The molecule is Cc1c(CCC(=O)O)c[nH]c1/C=C1\C(=O)Nc2ccccc21. The Y is 1.05 logD. (4) The drug is OC(c1ccccc1)c1cccnc1. The Y is 1.72 logD.